From a dataset of Full USPTO retrosynthesis dataset with 1.9M reactions from patents (1976-2016). Predict the reactants needed to synthesize the given product. Given the product [CH3:1][C:2]1[C:3]([CH:22]=[O:23])=[CH:4][N:5]([C:16]2[CH:17]=[CH:18][CH:19]=[CH:20][CH:21]=2)[C:6]=1[S:7]([C:10]1[CH:15]=[CH:14][CH:13]=[CH:12][CH:11]=1)(=[O:9])=[O:8], predict the reactants needed to synthesize it. The reactants are: [CH3:1][C:2]1[C:3]([C:22](OC)=[O:23])=[CH:4][N:5]([C:16]2[CH:21]=[CH:20][CH:19]=[CH:18][CH:17]=2)[C:6]=1[S:7]([C:10]1[CH:15]=[CH:14][CH:13]=[CH:12][CH:11]=1)(=[O:9])=[O:8].C1(C)C=CC=CC=1.[H-].C([Al+]CC(C)C)C(C)C.